From a dataset of Forward reaction prediction with 1.9M reactions from USPTO patents (1976-2016). Predict the product of the given reaction. (1) Given the reactants [Cl:1][C:2]1[CH:32]=[CH:31][C:5]([C:6]([NH:8][C:9]2[CH:30]=[CH:29][C:12]([CH2:13][C:14]3[C:22]4[C:17](=[CH:18][CH:19]=[CH:20][CH:21]=4)[N:16]([CH2:23][C:24]([O:26]CC)=[O:25])[N:15]=3)=[CH:11][CH:10]=2)=[O:7])=[CH:4][CH:3]=1.CO.O.[OH-].[Li+].Cl, predict the reaction product. The product is: [Cl:1][C:2]1[CH:3]=[CH:4][C:5]([C:6]([NH:8][C:9]2[CH:30]=[CH:29][C:12]([CH2:13][C:14]3[C:22]4[C:17](=[CH:18][CH:19]=[CH:20][CH:21]=4)[N:16]([CH2:23][C:24]([OH:26])=[O:25])[N:15]=3)=[CH:11][CH:10]=2)=[O:7])=[CH:31][CH:32]=1. (2) Given the reactants [C:1]([C-:3]1[CH:7]=[CH:6][CH:5]=[CH:4]1)#[CH:2].[CH-:8]1[CH:12]=[CH:11][CH:10]=[CH:9]1.[Fe+2:13].[I:14][C:15]1[CH:20]=[CH:19][CH:18]=[C:17](I)[CH:16]=1, predict the reaction product. The product is: [C-:3]1([C:1]#[C:2][C:17]2[CH:18]=[CH:19][CH:20]=[C:15]([I:14])[CH:16]=2)[CH:7]=[CH:6][CH:5]=[CH:4]1.[CH-:8]1[CH:12]=[CH:11][CH:10]=[CH:9]1.[Fe+2:13].